Dataset: Full USPTO retrosynthesis dataset with 1.9M reactions from patents (1976-2016). Task: Predict the reactants needed to synthesize the given product. (1) Given the product [ClH:1].[Cl:1][C:2]1[C:7]([Cl:8])=[CH:6][CH:5]=[CH:4][C:3]=1[NH:9][C:10](=[O:46])[NH:11][C:12]1[N:16]([C:17]2[CH:18]=[C:19]3[C:24](=[CH:25][CH:26]=2)[CH2:23][NH:22][CH:21]([C:34]([OH:36])=[O:35])[CH2:20]3)[N:15]=[C:14]([C:39]2[CH:44]=[CH:43][CH:42]=[CH:41][C:40]=2[F:45])[CH:13]=1, predict the reactants needed to synthesize it. The reactants are: [Cl:1][C:2]1[C:7]([Cl:8])=[CH:6][CH:5]=[CH:4][C:3]=1[NH:9][C:10](=[O:46])[NH:11][C:12]1[N:16]([C:17]2[CH:18]=[C:19]3[C:24](=[CH:25][CH:26]=2)[CH2:23][N:22](C(OC(C)(C)C)=O)[CH:21]([C:34]([O:36]CC)=[O:35])[CH2:20]3)[N:15]=[C:14]([C:39]2[CH:44]=[CH:43][CH:42]=[CH:41][C:40]=2[F:45])[CH:13]=1.Cl. (2) Given the product [C:1]([O:5][C:6]([NH:8][C@@H:9]([C:11]1[C:12]([F:40])=[C:13]([C:17]2[CH:22]=[C:21]([NH:45][CH2:44][CH:41]3[CH2:43][CH2:42]3)[CH:20]=[C:19]([CH2:24][O:25][C:26]3[CH:31]=[CH:30][CH:29]=[CH:28][C:27]=3[CH2:32][C:33]([O:35][C:36]([CH3:39])([CH3:38])[CH3:37])=[O:34])[CH:18]=2)[CH:14]=[CH:15][CH:16]=1)[CH3:10])=[O:7])([CH3:4])([CH3:3])[CH3:2], predict the reactants needed to synthesize it. The reactants are: [C:1]([O:5][C:6]([NH:8][C@@H:9]([C:11]1[C:12]([F:40])=[C:13]([C:17]2[CH:22]=[C:21](Cl)[CH:20]=[C:19]([CH2:24][O:25][C:26]3[CH:31]=[CH:30][CH:29]=[CH:28][C:27]=3[CH2:32][C:33]([O:35][C:36]([CH3:39])([CH3:38])[CH3:37])=[O:34])[CH:18]=2)[CH:14]=[CH:15][CH:16]=1)[CH3:10])=[O:7])([CH3:4])([CH3:3])[CH3:2].[CH:41]1([CH2:44][NH2:45])[CH2:43][CH2:42]1.C([O-])([O-])=O.[Cs+].[Cs+]. (3) Given the product [NH2:20][C:11]1[N:10]=[C:9]([CH2:8][CH2:7][CH2:6][CH2:5][C:4]([OH:3])=[O:19])[CH:14]=[CH:13][N:12]=1, predict the reactants needed to synthesize it. The reactants are: C([O:3][C:4](=[O:19])[CH2:5][CH2:6][CH2:7][CH2:8][C:9]1[CH:14]=[CH:13][N:12]=[C:11](S(C)(=O)=O)[N:10]=1)C.[NH3:20]. (4) Given the product [Cl:1][C:2]1[C:10]([C:11]([C:14]#[N:15])([CH3:13])[CH3:12])=[CH:9][CH:8]=[CH:7][C:3]=1[C:4]([NH:27][C:28]1[CH:29]=[C:30]([O:31][C:32]2[CH:46]=[CH:45][C:35]3[N:36]=[C:37]([NH:39][C:40]([CH:42]4[CH2:44][CH2:43]4)=[O:41])[S:38][C:34]=3[C:33]=2[C:47]#[N:48])[CH:49]=[CH:50][C:51]=1[F:52])=[O:6], predict the reactants needed to synthesize it. The reactants are: [Cl:1][C:2]1[C:10]([C:11]([C:14]#[N:15])([CH3:13])[CH3:12])=[CH:9][CH:8]=[CH:7][C:3]=1[C:4]([OH:6])=O.C(Cl)(=O)C(Cl)=O.CN(C)C=O.[NH2:27][C:28]1[CH:29]=[C:30]([CH:49]=[CH:50][C:51]=1[F:52])[O:31][C:32]1[CH:46]=[CH:45][C:35]2[N:36]=[C:37]([NH:39][C:40]([CH:42]3[CH2:44][CH2:43]3)=[O:41])[S:38][C:34]=2[C:33]=1[C:47]#[N:48]. (5) Given the product [C:8]([O:12][C:13]([NH:15][C@H:16]1[CH2:17][CH2:18][C@H:19]([O:22][C:24]2[CH:29]=[CH:28][C:27]([N+:30]([O-:32])=[O:31])=[CH:26][N:25]=2)[CH2:20][CH2:21]1)=[O:14])([CH3:11])([CH3:9])[CH3:10], predict the reactants needed to synthesize it. The reactants are: [H-].[Na+].O1CCCC1.[C:8]([O:12][C:13]([NH:15][C@H:16]1[CH2:21][CH2:20][C@H:19]([OH:22])[CH2:18][CH2:17]1)=[O:14])([CH3:11])([CH3:10])[CH3:9].Cl[C:24]1[CH:29]=[CH:28][C:27]([N+:30]([O-:32])=[O:31])=[CH:26][N:25]=1. (6) Given the product [F:34][CH:2]([F:1])[C:3]([NH:5][C@H:9]([CH2:10][F:11])[C@H:8]([OH:7])[C:12]1[CH:13]=[CH:14][C:15]([C:18]2[CH:19]=[N:20][C:21]([CH:24]([N:26]3[CH2:27][CH2:28][O:29][CH2:30][CH2:31]3)[CH3:25])=[CH:22][CH:23]=2)=[CH:16][CH:17]=1)=[O:4], predict the reactants needed to synthesize it. The reactants are: [F:1][CH:2]([F:34])[C:3]([N:5]1[C@H:9]([CH2:10][F:11])[C@@H:8]([C:12]2[CH:17]=[CH:16][C:15]([C:18]3[CH:19]=[N:20][C:21]([CH:24]([N:26]4[CH2:31][CH2:30][O:29][CH2:28][CH2:27]4)[CH3:25])=[CH:22][CH:23]=3)=[CH:14][CH:13]=2)[O:7]C1(C)C)=[O:4].FC(F)(F)C(O)=O.